This data is from Peptide-MHC class I binding affinity with 185,985 pairs from IEDB/IMGT. The task is: Regression. Given a peptide amino acid sequence and an MHC pseudo amino acid sequence, predict their binding affinity value. This is MHC class I binding data. (1) The peptide sequence is LVFTRAICK. The MHC is HLA-B44:02 with pseudo-sequence HLA-B44:02. The binding affinity (normalized) is 0.0847. (2) The peptide sequence is SEFDRDAAM. The MHC is HLA-B40:01 with pseudo-sequence HLA-B40:01. The binding affinity (normalized) is 0.506. (3) The peptide sequence is VLMMRTTWA. The MHC is HLA-B08:01 with pseudo-sequence HLA-B08:01. The binding affinity (normalized) is 0.764. (4) The peptide sequence is NHIKYAVTT. The MHC is Mamu-A07 with pseudo-sequence Mamu-A07. The binding affinity (normalized) is 0.721. (5) The peptide sequence is APAKKAAPA. The MHC is HLA-B18:01 with pseudo-sequence HLA-B18:01. The binding affinity (normalized) is 0.0847.